From a dataset of NCI-60 drug combinations with 297,098 pairs across 59 cell lines. Regression. Given two drug SMILES strings and cell line genomic features, predict the synergy score measuring deviation from expected non-interaction effect. (1) Drug 1: CC(C1=C(C=CC(=C1Cl)F)Cl)OC2=C(N=CC(=C2)C3=CN(N=C3)C4CCNCC4)N. Drug 2: C1=NNC2=C1C(=O)NC=N2. Cell line: KM12. Synergy scores: CSS=42.7, Synergy_ZIP=0.0345, Synergy_Bliss=-2.08, Synergy_Loewe=-15.5, Synergy_HSA=1.13. (2) Drug 1: CN1C(=O)N2C=NC(=C2N=N1)C(=O)N. Drug 2: COCCOC1=C(C=C2C(=C1)C(=NC=N2)NC3=CC=CC(=C3)C#C)OCCOC.Cl. Cell line: LOX IMVI. Synergy scores: CSS=-4.03, Synergy_ZIP=1.34, Synergy_Bliss=-0.720, Synergy_Loewe=-2.76, Synergy_HSA=-4.40. (3) Drug 1: CC12CCC3C(C1CCC2=O)CC(=C)C4=CC(=O)C=CC34C. Drug 2: CC1CCC2CC(C(=CC=CC=CC(CC(C(=O)C(C(C(=CC(C(=O)CC(OC(=O)C3CCCCN3C(=O)C(=O)C1(O2)O)C(C)CC4CCC(C(C4)OC)OCCO)C)C)O)OC)C)C)C)OC. Cell line: NCI-H322M. Synergy scores: CSS=21.8, Synergy_ZIP=4.21, Synergy_Bliss=7.93, Synergy_Loewe=5.42, Synergy_HSA=9.18. (4) Drug 1: CC12CCC3C(C1CCC2=O)CC(=C)C4=CC(=O)C=CC34C. Drug 2: CNC(=O)C1=NC=CC(=C1)OC2=CC=C(C=C2)NC(=O)NC3=CC(=C(C=C3)Cl)C(F)(F)F. Cell line: TK-10. Synergy scores: CSS=45.5, Synergy_ZIP=-6.69, Synergy_Bliss=-0.358, Synergy_Loewe=-4.90, Synergy_HSA=0.580. (5) Drug 1: COC1=C2C(=CC3=C1OC=C3)C=CC(=O)O2. Drug 2: COCCOC1=C(C=C2C(=C1)C(=NC=N2)NC3=CC=CC(=C3)C#C)OCCOC.Cl. Cell line: A498. Synergy scores: CSS=-12.1, Synergy_ZIP=10.8, Synergy_Bliss=8.85, Synergy_Loewe=-27.8, Synergy_HSA=-20.8. (6) Drug 1: C1=CC(=C2C(=C1NCCNCCO)C(=O)C3=C(C=CC(=C3C2=O)O)O)NCCNCCO. Cell line: HL-60(TB). Drug 2: C1=CN(C=N1)CC(O)(P(=O)(O)O)P(=O)(O)O. Synergy scores: CSS=9.48, Synergy_ZIP=-29.2, Synergy_Bliss=-51.5, Synergy_Loewe=-83.5, Synergy_HSA=-50.3. (7) Drug 1: CC1C(C(CC(O1)OC2CC(CC3=C2C(=C4C(=C3O)C(=O)C5=C(C4=O)C(=CC=C5)OC)O)(C(=O)C)O)N)O.Cl. Drug 2: COC1=C2C(=CC3=C1OC=C3)C=CC(=O)O2. Cell line: RPMI-8226. Synergy scores: CSS=21.4, Synergy_ZIP=4.59, Synergy_Bliss=1.51, Synergy_Loewe=-42.4, Synergy_HSA=-0.613. (8) Drug 1: CC(C1=C(C=CC(=C1Cl)F)Cl)OC2=C(N=CC(=C2)C3=CN(N=C3)C4CCNCC4)N. Drug 2: C1CC(=O)NC(=O)C1N2C(=O)C3=CC=CC=C3C2=O. Cell line: M14. Synergy scores: CSS=4.64, Synergy_ZIP=2.80, Synergy_Bliss=8.98, Synergy_Loewe=5.18, Synergy_HSA=5.45. (9) Drug 1: CC1C(C(CC(O1)OC2CC(CC3=C2C(=C4C(=C3O)C(=O)C5=C(C4=O)C(=CC=C5)OC)O)(C(=O)C)O)N)O.Cl. Drug 2: CCC(=C(C1=CC=CC=C1)C2=CC=C(C=C2)OCCN(C)C)C3=CC=CC=C3.C(C(=O)O)C(CC(=O)O)(C(=O)O)O. Cell line: MALME-3M. Synergy scores: CSS=29.0, Synergy_ZIP=6.97, Synergy_Bliss=8.96, Synergy_Loewe=-2.92, Synergy_HSA=6.28.